This data is from Forward reaction prediction with 1.9M reactions from USPTO patents (1976-2016). The task is: Predict the product of the given reaction. (1) Given the reactants [NH2:1][C:2]1[CH:3]=[CH:4][C:5]([F:17])=[C:6]([C@:8]2([CH3:16])[C@@H:13]([F:14])[CH2:12][O:11][C:10]([NH2:15])=[N:9]2)[CH:7]=1.[Cl:18][C:19]1[C:20]([C:29](O)=[O:30])=[N:21][CH:22]=[C:23]([C:25]([F:28])([F:27])[F:26])[CH:24]=1, predict the reaction product. The product is: [NH2:15][C:10]1[O:11][CH2:12][C@H:13]([F:14])[C@:8]([C:6]2[CH:7]=[C:2]([NH:1][C:29]([C:20]3[C:19]([Cl:18])=[CH:24][C:23]([C:25]([F:27])([F:26])[F:28])=[CH:22][N:21]=3)=[O:30])[CH:3]=[CH:4][C:5]=2[F:17])([CH3:16])[N:9]=1. (2) Given the reactants [CH3:1][S:2]([N:5]1[CH2:14][CH2:13][C:12]2[C:7](=[CH:8][CH:9]=[C:10]([NH:15][CH2:16][CH2:17][CH2:18][CH:19]3[CH2:24][CH2:23][N:22]([C:25]([O:27][CH:28]([CH3:30])[CH3:29])=[O:26])[CH2:21][CH2:20]3)[CH:11]=2)[CH2:6]1)(=[O:4])=[O:3].CCN(CC)CC.[C:38](Cl)(=[O:40])[CH3:39], predict the reaction product. The product is: [CH3:1][S:2]([N:5]1[CH2:14][CH2:13][C:12]2[C:7](=[CH:8][CH:9]=[C:10]([N:15]([CH2:16][CH2:17][CH2:18][CH:19]3[CH2:24][CH2:23][N:22]([C:25]([O:27][CH:28]([CH3:30])[CH3:29])=[O:26])[CH2:21][CH2:20]3)[C:38](=[O:40])[CH3:39])[CH:11]=2)[CH2:6]1)(=[O:3])=[O:4]. (3) Given the reactants [NH2:1][C:2]1[CH:3]=[C:4]([C:14]2[CH:15]=[CH:16][C:17](=[O:23])[N:18]([CH:20]([CH3:22])[CH3:21])[N:19]=2)[C:5]([C:8]2[CH:13]=[CH:12][CH:11]=[CH:10][CH:9]=2)=[N:6][CH:7]=1.[C:24](Cl)(=[O:31])[C:25]1[CH:30]=[CH:29][CH:28]=[CH:27][CH:26]=1, predict the reaction product. The product is: [CH:20]([N:18]1[C:17](=[O:23])[CH:16]=[CH:15][C:14]([C:4]2[CH:3]=[C:2]([NH:1][C:24](=[O:31])[C:25]3[CH:30]=[CH:29][CH:28]=[CH:27][CH:26]=3)[CH:7]=[N:6][C:5]=2[C:8]2[CH:9]=[CH:10][CH:11]=[CH:12][CH:13]=2)=[N:19]1)([CH3:21])[CH3:22]. (4) Given the reactants [Cl:1][C:2]1[C:7]([S:8]([N:11]2[CH2:16][CH2:15][S:14](=[O:17])[CH2:13][CH2:12]2)(=[O:10])=[O:9])=[C:6]([OH:18])[C:5]([N+:19]([O-])=O)=[CH:4][CH:3]=1.[H][H], predict the reaction product. The product is: [Cl:1][C:2]1[CH:3]=[CH:4][C:5]([NH2:19])=[C:6]([OH:18])[C:7]=1[S:8]([N:11]1[CH2:12][CH2:13][S:14](=[O:17])[CH2:15][CH2:16]1)(=[O:10])=[O:9]. (5) Given the reactants [Cl:1][C:2]1[C:7]([C:8]2[CH:13]=[CH:12][CH:11]=[CH:10][CH:9]=2)=[N:6][N:5]=[C:4]2[NH:14][N:15]=[C:16]([C:17]3[CH:22]=[CH:21][CH:20]=[CH:19][CH:18]=3)[C:3]=12.[F:23][CH2:24][CH2:25]O, predict the reaction product. The product is: [Cl:1][C:2]1[C:7]([C:8]2[CH:9]=[CH:10][CH:11]=[CH:12][CH:13]=2)=[N:6][N:5]=[C:4]2[N:14]([CH2:25][CH2:24][F:23])[N:15]=[C:16]([C:17]3[CH:18]=[CH:19][CH:20]=[CH:21][CH:22]=3)[C:3]=12.